From a dataset of Forward reaction prediction with 1.9M reactions from USPTO patents (1976-2016). Predict the product of the given reaction. (1) Given the reactants [CH3:1][N:2]([CH3:15])[CH2:3][CH2:4][S:5][C:6]1[CH:11]=[CH:10][C:9]([N+:12]([O-:14])=[O:13])=[CH:8][CH:7]=1.[OH:16]OS([O-])=O.[K+].CO.O1CCCC1.[OH2:29], predict the reaction product. The product is: [CH3:1][N:2]([CH3:15])[CH2:3][CH2:4][S:5]([C:6]1[CH:11]=[CH:10][C:9]([N+:12]([O-:14])=[O:13])=[CH:8][CH:7]=1)(=[O:16])=[O:29]. (2) Given the reactants [CH3:1][O:2][C:3]([N:5]1[CH2:9][C@@H:8]([CH2:10][CH:11]([CH3:13])[CH3:12])[N:7]([CH:14]2[CH2:19][CH2:18][NH:17][CH2:16][CH2:15]2)[C:6]1=[O:20])=[O:4].[CH:21]([C:23]1[CH:24]=[CH:25][C:26]([S:29][C:30]2[CH:38]=[CH:37][C:33]([C:34]([OH:36])=[O:35])=[CH:32][CH:31]=2)=[N:27][CH:28]=1)=O.C(O[BH-](OC(=O)C)OC(=O)C)(=O)C.[Na+], predict the reaction product. The product is: [CH3:1][O:2][C:3]([N:5]1[CH2:9][C@@H:8]([CH2:10][CH:11]([CH3:13])[CH3:12])[N:7]([CH:14]2[CH2:15][CH2:16][N:17]([CH2:21][C:23]3[CH:28]=[N:27][C:26]([S:29][C:30]4[CH:38]=[CH:37][C:33]([C:34]([OH:36])=[O:35])=[CH:32][CH:31]=4)=[CH:25][CH:24]=3)[CH2:18][CH2:19]2)[C:6]1=[O:20])=[O:4]. (3) Given the reactants [Cl:1][C:2]1[CH:14]=[C:13]([Cl:15])[CH:12]=[CH:11][C:3]=1[CH2:4][NH:5][C@H:6]1[CH2:10][CH2:9][NH:8][CH2:7]1.Br[C:17]1[CH:22]=[CH:21][C:20]([N+:23]([O-:25])=[O:24])=[CH:19][N:18]=1.C(=O)([O-])[O-].[Cs+].[Cs+], predict the reaction product. The product is: [Cl:1][C:2]1[CH:14]=[C:13]([Cl:15])[CH:12]=[CH:11][C:3]=1[CH2:4][NH:5][C@H:6]1[CH2:10][CH2:9][N:8]([C:17]2[CH:22]=[CH:21][C:20]([N+:23]([O-:25])=[O:24])=[CH:19][N:18]=2)[CH2:7]1. (4) Given the reactants [CH3:1][N:2]1[CH2:7][CH:6]=[C:5]([C:8]([CH3:19])([C:10]2[CH:15]=[CH:14][C:13]([N+:16]([O-])=O)=[CH:12][CH:11]=2)[CH3:9])[CH2:4][CH2:3]1, predict the reaction product. The product is: [CH3:19][C:8]([C:10]1[CH:11]=[CH:12][C:13]([NH2:16])=[CH:14][CH:15]=1)([CH:5]1[CH2:4][CH2:3][N:2]([CH3:1])[CH2:7][CH2:6]1)[CH3:9]. (5) Given the reactants [Br:1][C:2]1[C:3](=[O:16])[N:4]([CH:10]2[CH2:15][CH2:14][CH2:13][CH2:12][CH2:11]2)[N:5]([CH2:8]C)[C:6]=1[CH3:7].[Br:17]N1C(=O)CCC1=O, predict the reaction product. The product is: [Br:1][C:2]1[C:3](=[O:16])[N:4]([CH:10]2[CH2:15][CH2:14][CH2:13][CH2:12][CH2:11]2)[N:5]([CH3:8])[C:6]=1[CH2:7][Br:17].